This data is from Reaction yield outcomes from USPTO patents with 853,638 reactions. The task is: Predict the reaction yield, written as a fraction of the theoretical maximum amount of product (1.0 means a 100% yield; for example, 0.34 means a 34% yield). (1) The reactants are Br[C:2]1[CH:7]=[CH:6][C:5]([N+:8]([O-:10])=[O:9])=[CH:4][C:3]=1[CH3:11].CCN(C(C)C)C(C)C.[C:21]([O:25][CH3:26])(=[O:24])[CH:22]=[CH2:23].C1(C)C=CC=CC=1P(C1C=CC=CC=1C)C1C=CC=CC=1C. The catalyst is C(#N)CC.CC([O-])=O.CC([O-])=O.[Pd+2]. The product is [CH3:26][O:25][C:21](=[O:24])[CH:22]=[CH:23][C:2]1[CH:7]=[CH:6][C:5]([N+:8]([O-:10])=[O:9])=[CH:4][C:3]=1[CH3:11]. The yield is 0.910. (2) The reactants are [C:1]([O:5][C:6]([O:8]C(OC(C)(C)C)=O)=O)([CH3:4])([CH3:3])[CH3:2].[CH3:16][NH:17][NH2:18].CO.ClCCl. The catalyst is CO. The product is [C:1]([O:5][C:6]([N:17]([CH3:16])[NH2:18])=[O:8])([CH3:4])([CH3:3])[CH3:2]. The yield is 0.920. (3) The reactants are C(N(C(C)C)CC)(C)C.[CH2:10]([O:12][C:13]([C:15]1[CH:16]=[N:17][N:18]([C:20]2[N:24]([CH2:25][O:26][CH2:27][CH2:28][O:29][CH3:30])[C:23]3[CH:31]=[C:32]([Cl:36])[C:33]([NH2:35])=[CH:34][C:22]=3[N:21]=2)[CH:19]=1)=[O:14])[CH3:11].NC1C(Cl)=CC2NC(N3C=C(C(O)=O)C=N3)=NC=2C=1.[Br:56][CH2:57][C:58](Br)=[O:59]. The catalyst is CCOC(C)=O.O.C1COCC1. The product is [CH2:10]([O:12][C:13]([C:15]1[CH:16]=[N:17][N:18]([C:20]2[N:24]([CH2:25][O:26][CH2:27][CH2:28][O:29][CH3:30])[C:23]3[CH:31]=[C:32]([Cl:36])[C:33]([NH:35][C:58](=[O:59])[CH2:57][Br:56])=[CH:34][C:22]=3[N:21]=2)[CH:19]=1)=[O:14])[CH3:11]. The yield is 0.420. (4) The reactants are [CH3:1][C:2]1[N:3]=[C:4]([N:12]2[CH2:16][CH2:15][NH:14][C:13]2=[O:17])[S:5][C:6]=1[C:7]([O:9][CH2:10][CH3:11])=[O:8].C(=O)([O-])[O-].[K+].[K+].[CH2:24](Br)[C:25]1[CH:30]=[CH:29][CH:28]=[CH:27][CH:26]=1. The product is [CH2:24]([N:14]1[CH2:15][CH2:16][N:12]([C:4]2[S:5][C:6]([C:7]([O:9][CH2:10][CH3:11])=[O:8])=[C:2]([CH3:1])[N:3]=2)[C:13]1=[O:17])[C:25]1[CH:30]=[CH:29][CH:28]=[CH:27][CH:26]=1. The yield is 0.930. The catalyst is CC(C)=O. (5) The reactants are C([O:3][C:4](=O)[CH2:5][N:6]1[C:19]2[CH:18]=[CH:17][CH:16]=[CH:15][C:14]=2[O:13][C:12]2[C:7]1=[CH:8][CH:9]=[CH:10][CH:11]=2)C.[H-].[Al+3].[Li+].[H-].[H-].[H-]. The catalyst is O1CCCC1. The product is [CH:18]1[C:19]2[N:6]([CH2:5][CH2:4][OH:3])[C:7]3[C:12](=[CH:11][CH:10]=[CH:9][CH:8]=3)[O:13][C:14]=2[CH:15]=[CH:16][CH:17]=1. The yield is 0.990. (6) The reactants are S(Cl)(Cl)=O.[CH:5]1[C:10]([C@H:11]([NH2:15])[C:12]([OH:14])=[O:13])=[CH:9][CH:8]=[C:7]([F:16])[CH:6]=1.[CH3:17]O. The catalyst is CCOC(C)=O. The product is [NH2:15][C@@H:11]([C:10]1[CH:9]=[CH:8][C:7]([F:16])=[CH:6][CH:5]=1)[C:12]([O:14][CH3:17])=[O:13]. The yield is 1.00. (7) The reactants are CS(Cl)(=O)=O.[Br:6][C:7]1[CH:12]=[C:11]([F:13])[C:10]([CH2:14]O)=[C:9]([F:16])[CH:8]=1.C(N(CC)CC)C.[NH:24]1[CH2:29][CH2:28][CH2:27][CH2:26][CH2:25]1.C(=O)([O-])[O-].[K+].[K+]. The catalyst is C(Cl)Cl.C(#N)C. The product is [Br:6][C:7]1[CH:12]=[C:11]([F:13])[C:10]([CH2:14][N:24]2[CH2:29][CH2:28][CH2:27][CH2:26][CH2:25]2)=[C:9]([F:16])[CH:8]=1. The yield is 0.990. (8) The reactants are Cl.[Cl:2]C1C=CC=CC=1NC(NC1C=CC(C2SC(C3CCNCC3)=NC=2)=CC=1)=O.[F:30][C:31]1[CH:36]=[CH:35][CH:34]=[CH:33][C:32]=1[NH:37][C:38](=[O:64])[NH:39][C:40]1[CH:45]=[CH:44][C:43]([C:46]2[S:50][C:49]([CH:51]3[CH2:56][CH2:55][N:54](C(OC(C)(C)C)=O)[CH2:53][CH2:52]3)=[N:48][CH:47]=2)=[CH:42][CH:41]=1.Cl. The catalyst is O1CCOCC1. The product is [ClH:2].[F:30][C:31]1[CH:36]=[CH:35][CH:34]=[CH:33][C:32]=1[NH:37][C:38]([NH:39][C:40]1[CH:41]=[CH:42][C:43]([C:46]2[S:50][C:49]([CH:51]3[CH2:56][CH2:55][NH:54][CH2:53][CH2:52]3)=[N:48][CH:47]=2)=[CH:44][CH:45]=1)=[O:64]. The yield is 0.740. (9) The reactants are N[C:2]1[S:3][C:4]([C:10]([O:12][CH2:13][CH3:14])=[O:11])=[C:5]([CH:7]([CH3:9])[CH3:8])[N:6]=1.B(F)(F)F.CCOCC.N(OC(C)(C)C)=O.[Na].[OH-].[Na+]. The catalyst is C1COCC1.O. The product is [CH3:9][CH:7]([C:5]1[N:6]=[CH:2][S:3][C:4]=1[C:10]([O:12][CH2:13][CH3:14])=[O:11])[CH3:8]. The yield is 0.630. (10) The reactants are [CH2:1]([O:3][C:4]([C:6]1[CH2:10][C:9]([O-:11])=[C:8](C(OC)=O)[C:7]=1[CH2:16][CH3:17])=[O:5])[CH3:2].[Na+].[Cl-].[K+].CC(O)=O.C([O-])(O)=O.[Na+]. The catalyst is O.C1(C)C=CC=CC=1. The product is [CH2:16]([C:7]1[CH:6]([C:4]([O:3][CH2:1][CH3:2])=[O:5])[CH2:10][C:9](=[O:11])[CH:8]=1)[CH3:17]. The yield is 0.690.